From a dataset of Full USPTO retrosynthesis dataset with 1.9M reactions from patents (1976-2016). Predict the reactants needed to synthesize the given product. Given the product [N+:17]([C:15]1[CH:16]=[C:11]([C:10]2[O:21][C:2]3[CH:7]=[CH:6][CH:5]=[C:4]([CH3:8])[C:3]=3[N:9]=2)[C:12]([F:20])=[CH:13][CH:14]=1)([O-:19])=[O:18], predict the reactants needed to synthesize it. The reactants are: O[C:2]1[CH:7]=[CH:6][CH:5]=[C:4]([CH3:8])[C:3]=1[NH:9][C:10](=[O:21])[C:11]1[CH:16]=[C:15]([N+:17]([O-:19])=[O:18])[CH:14]=[CH:13][C:12]=1[F:20].O.C1(C)C=CC(S(O)(=O)=O)=CC=1.